Dataset: Catalyst prediction with 721,799 reactions and 888 catalyst types from USPTO. Task: Predict which catalyst facilitates the given reaction. (1) The catalyst class is: 5. Reactant: [OH:1][C:2]1[C:7]([C:8](=O)[CH:9]=[CH:10][CH:11]2[CH:16]=[CH:15][C:14]([CH3:17])=[CH:13][CH2:12]2)=[C:6]([O:19][CH2:20]C(OC)=O)[CH:5]=[CH:4][CH:3]=1.C[O-].[Na+].Cl. Product: [OH:1][C:2]1[C:7]2[C:8]([CH2:9][CH2:10][C:11]3[CH:12]=[CH:13][C:14]([CH3:17])=[CH:15][CH:16]=3)=[CH:20][O:19][C:6]=2[CH:5]=[CH:4][CH:3]=1. (2) Reactant: [CH3:1][NH:2][CH3:3].CS(O[CH:9]1[CH2:12][N:11]([CH:13]([C:20]2[CH:25]=[CH:24][CH:23]=[CH:22][CH:21]=2)[C:14]2[CH:19]=[CH:18][CH:17]=[CH:16][CH:15]=2)[CH2:10]1)(=O)=O. Product: [CH:13]([N:11]1[CH2:12][CH:9]([N:2]([CH3:3])[CH3:1])[CH2:10]1)([C:20]1[CH:25]=[CH:24][CH:23]=[CH:22][CH:21]=1)[C:14]1[CH:19]=[CH:18][CH:17]=[CH:16][CH:15]=1. The catalyst class is: 23. (3) Reactant: [C:1]([O:4][C@@H:5]1[C@H:9]([O:10][C:11](=[O:13])[CH3:12])[C@@H:8]([CH2:14][O:15][C:16](=[O:18])[CH3:17])[O:7][C@H:6]1[N:19]1[CH:27]=[N:26][C:25]2[C:20]1=[N:21][C:22](N)=[N:23][C:24]=2[N:28]1[CH:32]=[CH:31][N:30]=[C:29]1[CH2:33][CH2:34][CH3:35])(=[O:3])[CH3:2].C[Si]([Cl:41])(C)C.N#N. Product: [C:1]([O:4][C@@H:5]1[C@H:9]([O:10][C:11](=[O:13])[CH3:12])[C@@H:8]([CH2:14][O:15][C:16](=[O:18])[CH3:17])[O:7][C@H:6]1[N:19]1[CH:27]=[N:26][C:25]2[C:20]1=[N:21][C:22]([Cl:41])=[N:23][C:24]=2[N:28]1[CH:32]=[CH:31][N:30]=[C:29]1[CH2:33][CH2:34][CH3:35])(=[O:3])[CH3:2]. The catalyst class is: 2. (4) Reactant: [CH:1]([C:3]1[C:4]([O:14][CH2:15][C:16]2[CH:41]=[CH:40][C:19]([O:20][CH2:21][C:22]3[N:23]=[C:24]([C:28]4[CH:33]=[CH:32][C:31]([CH2:34][C:35]([O:37][CH2:38][CH3:39])=[O:36])=[CH:30][CH:29]=4)[O:25][C:26]=3[CH3:27])=[C:18]([O:42][CH3:43])[CH:17]=2)=[N:5][N:6]([C:8]2[CH:13]=[CH:12][CH:11]=[CH:10][CH:9]=2)[CH:7]=1)=O.[Cl-].[CH2:45]([C:47]1[S:48][CH:49]=[C:50]([CH2:52][P+](C2C=CC=CC=2)(C2C=CC=CC=2)C2C=CC=CC=2)[N:51]=1)[CH3:46].C(=O)([O-])[O-].[K+].[K+].CN(C)C=O. Product: [CH2:45]([C:47]1[S:48][CH:49]=[C:50](/[CH:52]=[CH:1]\[C:3]2[C:4]([O:14][CH2:15][C:16]3[CH:41]=[CH:40][C:19]([O:20][CH2:21][C:22]4[N:23]=[C:24]([C:28]5[CH:29]=[CH:30][C:31]([CH2:34][C:35]([O:37][CH2:38][CH3:39])=[O:36])=[CH:32][CH:33]=5)[O:25][C:26]=4[CH3:27])=[C:18]([O:42][CH3:43])[CH:17]=3)=[N:5][N:6]([C:8]3[CH:9]=[CH:10][CH:11]=[CH:12][CH:13]=3)[CH:7]=2)[N:51]=1)[CH3:46]. The catalyst class is: 6. (5) Reactant: [CH3:1][C:2]([C:6]1[CH:15]=[C:14]2[C:9]([CH:10]=[C:11]([C:20]([O:22][CH2:23][CH3:24])=[O:21])[CH:12]([C:16]([F:19])([F:18])[F:17])[O:13]2)=[CH:8][CH:7]=1)([CH3:5])[CH:3]=[O:4].[O-:25]Cl=O.[Na+]. Product: [CH2:23]([O:22][C:20]([C:11]1[CH:12]([C:16]([F:19])([F:17])[F:18])[O:13][C:14]2[C:9]([CH:10]=1)=[CH:8][CH:7]=[C:6]([C:2]([CH3:1])([CH3:5])[C:3]([OH:25])=[O:4])[CH:15]=2)=[O:21])[CH3:24]. The catalyst class is: 38.